From a dataset of Full USPTO retrosynthesis dataset with 1.9M reactions from patents (1976-2016). Predict the reactants needed to synthesize the given product. (1) The reactants are: [O:1]=[C:2]1[NH:7][CH:6]=[CH:5][N:4]([S:8]([C:11]2[CH:17]=[CH:16][C:14]([CH3:15])=[CH:13][CH:12]=2)(=[O:10])=[O:9])[CH:3]1[CH2:18][C:19]([N:21]1[CH2:26][CH2:25][CH2:24][CH2:23][C@@H:22]1[C:27]1[CH:36]=[CH:35][C:30]([C:31](OC)=[O:32])=[CH:29][CH:28]=1)=[O:20].CC(C[AlH]CC(C)C)C. Given the product [OH:32][CH2:31][C:30]1[CH:29]=[CH:28][C:27]([CH:22]2[CH2:23][CH2:24][CH2:25][CH2:26][N:21]2[C:19](=[O:20])[CH2:18][C@H:3]2[N:4]([S:8]([C:11]3[CH:12]=[CH:13][C:14]([CH3:15])=[CH:16][CH:17]=3)(=[O:10])=[O:9])[CH:5]=[CH:6][NH:7][C:2]2=[O:1])=[CH:36][CH:35]=1, predict the reactants needed to synthesize it. (2) Given the product [CH:1]1([C:4]2[CH:5]=[C:6]([C:23]([OH:25])=[O:24])[C:7](=[O:22])[N:8]3[C:13]=2[C:12]([CH3:14])=[C:11]([C:15]2[CH:20]=[CH:19][C:18]([Cl:21])=[CH:17][CH:16]=2)[CH:10]=[CH:9]3)[CH2:2][CH2:3]1, predict the reactants needed to synthesize it. The reactants are: [CH:1]1([C:4]2[CH:5]=[C:6]([C:23]([O:25]CC)=[O:24])[C:7](=[O:22])[N:8]3[C:13]=2[C:12]([CH3:14])=[C:11]([C:15]2[CH:20]=[CH:19][C:18]([Cl:21])=[CH:17][CH:16]=2)[CH:10]=[CH:9]3)[CH2:3][CH2:2]1.[Li+].[OH-].Cl.C(OCC)(=O)C. (3) Given the product [Br:1][C:2]1[CH:3]=[C:4]2[C:5](=[CH:10][C:11]=1[F:12])[C:6](=[O:8])[N:18]([CH:15]([CH3:17])[CH3:16])[CH2:13]2, predict the reactants needed to synthesize it. The reactants are: [Br:1][C:2]1[C:11]([F:12])=[CH:10][C:5]([C:6]([O:8]C)=O)=[C:4]([CH2:13]Br)[CH:3]=1.[CH:15]([NH2:18])([CH3:17])[CH3:16]. (4) Given the product [C:14]1([C:12]([N:8]2[CH2:9][CH2:10][CH2:11][C@H:7]2[C:6]([OH:24])=[O:5])=[O:13])[C:23]2[C:18](=[CH:19][CH:20]=[CH:21][CH:22]=2)[CH:17]=[CH:16][CH:15]=1, predict the reactants needed to synthesize it. The reactants are: C([O:5][C:6](=[O:24])[C@@H:7]1[CH2:11][CH2:10][CH2:9][N:8]1[C:12]([C:14]1[C:23]2[C:18](=[CH:19][CH:20]=[CH:21][CH:22]=2)[CH:17]=[CH:16][CH:15]=1)=[O:13])(C)(C)C.C(O)(C(F)(F)F)=O. (5) Given the product [C:28]([O:32][C:33]([N:35]1[CH2:40][CH2:39][CH:38]([CH2:41][NH:42][C:43](=[O:46])[CH2:44][NH:45][C:21](=[O:22])[C:20]2[CH:24]=[CH:25][C:17]([S:14](=[O:15])(=[O:16])[NH:13][C:8]3[CH:9]=[CH:10][CH:11]=[CH:12][C:7]=3[O:6][C:5]3[CH:26]=[CH:27][C:2]([Br:1])=[CH:3][CH:4]=3)=[CH:18][CH:19]=2)[CH2:37][CH2:36]1)=[O:34])([CH3:31])([CH3:29])[CH3:30], predict the reactants needed to synthesize it. The reactants are: [Br:1][C:2]1[CH:27]=[CH:26][C:5]([O:6][C:7]2[CH:12]=[CH:11][CH:10]=[CH:9][C:8]=2[NH:13][S:14]([C:17]2[CH:25]=[CH:24][C:20]([C:21](O)=[O:22])=[CH:19][CH:18]=2)(=[O:16])=[O:15])=[CH:4][CH:3]=1.[C:28]([O:32][C:33]([N:35]1[CH2:40][CH2:39][CH:38]([CH2:41][NH:42][C:43](=[O:46])[CH2:44][NH2:45])[CH2:37][CH2:36]1)=[O:34])([CH3:31])([CH3:30])[CH3:29]. (6) The reactants are: [CH:1]([C:4]1[N:5](COCCOC)[C:6]([C:9]2[CH:14]=[C:13]([O:15][C:16]3[CH:17]=[N:18][C:19]([N+:22]([O-:24])=[O:23])=[CH:20][CH:21]=3)[CH:12]=[CH:11][N:10]=2)=[CH:7][N:8]=1)([CH3:3])[CH3:2].Cl. Given the product [CH:1]([C:4]1[NH:5][C:6]([C:9]2[CH:14]=[C:13]([O:15][C:16]3[CH:17]=[N:18][C:19]([N+:22]([O-:24])=[O:23])=[CH:20][CH:21]=3)[CH:12]=[CH:11][N:10]=2)=[CH:7][N:8]=1)([CH3:3])[CH3:2], predict the reactants needed to synthesize it. (7) Given the product [C:13]([C:17]12[CH2:20][C:19]([CH2:22][NH2:24])([CH2:18]1)[CH2:21]2)([CH3:16])([CH3:14])[CH3:15], predict the reactants needed to synthesize it. The reactants are: C(C12CC(C(O)=O)(C1)C2)(C)(C)C.[C:13]([C:17]12[CH2:21][C:19]([C:22]([NH2:24])=O)([CH2:20]1)[CH2:18]2)([CH3:16])([CH3:15])[CH3:14].S(Cl)(Cl)=O.C(Cl)(=O)C(Cl)=O.C(C12CC(C(Cl)=O)(C1)C2)(C)(C)C.N.[H-].[Al+3].[Li+].[H-].[H-].[H-]. (8) Given the product [N+:20]([C:17]1[CH:18]=[CH:19][C:14]([N:1]2[CH2:6][CH2:5][NH:4][CH2:3][CH2:2]2)=[N:15][CH:16]=1)([O-:22])=[O:21], predict the reactants needed to synthesize it. The reactants are: [NH:1]1[CH2:6][CH2:5][NH:4][CH2:3][CH2:2]1.C(=O)([O-])[O-].[K+].[K+].Br[C:14]1[CH:19]=[CH:18][C:17]([N+:20]([O-:22])=[O:21])=[CH:16][N:15]=1.O.